This data is from Full USPTO retrosynthesis dataset with 1.9M reactions from patents (1976-2016). The task is: Predict the reactants needed to synthesize the given product. Given the product [CH3:42][C:43]1[C:44]([N:50]2[CH2:51][CH2:52][N:53]([C:56]([C:58]3[CH:63]=[CH:62][C:61]([N:64]4[CH:68]([CH3:69])[C:67](=[O:70])[NH:66][C:65]4=[O:80])=[C:60]([F:81])[CH:59]=3)=[O:57])[CH2:54][CH2:55]2)=[N:45][CH:46]=[C:47]([CH3:49])[CH:48]=1, predict the reactants needed to synthesize it. The reactants are: BrC1C=CC(C(N2CCN(C3C(C)=CC(C)=CN=3)CC2)=O)=CC=1F.COC1C=CC(CN2C(=O)C(C)NC2=O)=CC=1.[CH3:42][C:43]1[C:44]([N:50]2[CH2:55][CH2:54][N:53]([C:56]([C:58]3[CH:63]=[CH:62][C:61]([N:64]4[CH:68]([CH3:69])[C:67](=[O:70])[N:66](CC5C=CC(OC)=CC=5)[C:65]4=[O:80])=[C:60]([F:81])[CH:59]=3)=[O:57])[CH2:52][CH2:51]2)=[N:45][CH:46]=[C:47]([CH3:49])[CH:48]=1.